Dataset: Forward reaction prediction with 1.9M reactions from USPTO patents (1976-2016). Task: Predict the product of the given reaction. (1) Given the reactants [Br:1][C:2]1[CH:3]=[C:4]([CH:8]=[CH:9][C:10]=1[OH:11])[C:5]([OH:7])=[O:6].C(=O)([O-])[O-].[Cs+].[Cs+].Br[CH:19]1[CH2:23][CH2:22][CH2:21][CH2:20]1, predict the reaction product. The product is: [Br:1][C:2]1[CH:3]=[C:4]([CH:8]=[CH:9][C:10]=1[O:11][CH:19]1[CH2:23][CH2:22][CH2:21][CH2:20]1)[C:5]([O:7][CH:19]1[CH2:23][CH2:22][CH2:21][CH2:20]1)=[O:6]. (2) Given the reactants [H-].[H-].[H-].[H-].[Li+].[Al+3].[Cl:7][C:8]1[S:12][C:11]([CH2:13][O:14][C:15]2[C:20]([F:21])=[CH:19][C:18]([CH2:22][CH2:23][C:24](OCC)=[O:25])=[CH:17][C:16]=2[F:29])=[C:10]([C:30]2[CH:35]=[CH:34][C:33]([CH2:36][CH3:37])=[CH:32][CH:31]=2)[CH:9]=1, predict the reaction product. The product is: [Cl:7][C:8]1[S:12][C:11]([CH2:13][O:14][C:15]2[C:20]([F:21])=[CH:19][C:18]([CH2:22][CH2:23][CH2:24][OH:25])=[CH:17][C:16]=2[F:29])=[C:10]([C:30]2[CH:31]=[CH:32][C:33]([CH2:36][CH3:37])=[CH:34][CH:35]=2)[CH:9]=1. (3) Given the reactants [C:1]([O:5][C:6]([N:8]([CH3:22])[CH:9]1[CH2:14][CH2:13][C:12](=[CH:15][CH2:16][CH2:17][CH2:18][C:19]([OH:21])=[O:20])[CH2:11][CH2:10]1)=[O:7])([CH3:4])([CH3:3])[CH3:2].C[O-].[Na+], predict the reaction product. The product is: [C:1]([O:5][C:6]([N:8]([CH3:22])[C@H:9]1[CH2:10][CH2:11][C@H:12]([CH2:15][CH2:16][CH2:17][CH2:18][C:19]([OH:21])=[O:20])[CH2:13][CH2:14]1)=[O:7])([CH3:4])([CH3:3])[CH3:2]. (4) Given the reactants Cl[C:2]1[NH:6][C:5]2[CH:7]=[CH:8][CH:9]=[CH:10][C:4]=2[N:3]=1.[CH3:11][O:12][C:13]1[C:21]2[C:16](=[N:17][CH:18]=[CH:19][CH:20]=2)[N:15]([C:22]2[CH:27]=[CH:26][C:25]([OH:28])=[CH:24][CH:23]=2)[N:14]=1.C(N(CC)CC)C, predict the reaction product. The product is: [NH:3]1[C:4]2[CH:10]=[CH:9][CH:8]=[CH:7][C:5]=2[N:6]=[C:2]1[O:28][C:25]1[CH:24]=[CH:23][C:22]([N:15]2[C:16]3=[N:17][CH:18]=[CH:19][CH:20]=[C:21]3[C:13]([O:12][CH3:11])=[N:14]2)=[CH:27][CH:26]=1. (5) Given the reactants C([O:4][C@H:5]1[C@H:10]([O:11]C(=O)C)[C@@H:9]([O:15]C(=O)C)[C@H:8]([C:19]2[CH:24]=[CH:23][C:22]([Cl:25])=[C:21]([CH2:26][C:27]3[CH:32]=[CH:31][C:30]([C:33]4([CH:36]=O)[CH2:35][CH2:34]4)=[CH:29][CH:28]=3)[CH:20]=2)[O:7][C@@H:6]1[CH2:38][O:39]C(=O)C)(=O)C.N1C=CC=CC=1.Cl.[CH3:50][O:51][NH2:52], predict the reaction product. The product is: [CH3:50][O:51][N:52]=[CH:36][C:33]1([C:30]2[CH:31]=[CH:32][C:27]([CH2:26][C:21]3[CH:20]=[C:19]([C@H:8]4[C@H:9]([OH:15])[C@@H:10]([OH:11])[C@H:5]([OH:4])[C@@H:6]([CH2:38][OH:39])[O:7]4)[CH:24]=[CH:23][C:22]=3[Cl:25])=[CH:28][CH:29]=2)[CH2:35][CH2:34]1.